Dataset: Peptide-MHC class II binding affinity with 134,281 pairs from IEDB. Task: Regression. Given a peptide amino acid sequence and an MHC pseudo amino acid sequence, predict their binding affinity value. This is MHC class II binding data. The peptide sequence is RSWVTAGEIHAVPFG. The MHC is DRB1_0701 with pseudo-sequence DRB1_0701. The binding affinity (normalized) is 0.617.